Dataset: Forward reaction prediction with 1.9M reactions from USPTO patents (1976-2016). Task: Predict the product of the given reaction. (1) Given the reactants [NH:1]1[CH:5]=[N:4][CH:3]=[N:2]1.[H-].[Na+].[CH2:8]([C:10]1[C:18]2[C:13](=[CH:14][CH:15]=[CH:16][C:17]=2[NH:19][C:20]([C:22]2[N:26]3[CH:27]=[CH:28][C:29](F)=[CH:30][C:25]3=[N:24][CH:23]=2)=[O:21])[N:12]([CH2:32][C:33]2[CH:37]=[CH:36][N:35]([CH2:38][CH3:39])[N:34]=2)[N:11]=1)[CH3:9], predict the reaction product. The product is: [CH2:8]([C:10]1[C:18]2[C:13](=[CH:14][CH:15]=[CH:16][C:17]=2[NH:19][C:20]([C:22]2[N:26]3[CH:27]=[CH:28][C:29]([N:1]4[CH:5]=[N:4][CH:3]=[N:2]4)=[CH:30][C:25]3=[N:24][CH:23]=2)=[O:21])[N:12]([CH2:32][C:33]2[CH:37]=[CH:36][N:35]([CH2:38][CH3:39])[N:34]=2)[N:11]=1)[CH3:9]. (2) Given the reactants Br[C:2]1[CH:7]=[CH:6][C:5]([Br:8])=[CH:4][N:3]=1.C([Li])CCC.[O:14]1[CH2:17][C:16](=[O:18])[CH2:15]1.[Cl-].[NH4+], predict the reaction product. The product is: [Br:8][C:5]1[CH:6]=[CH:7][C:2]([C:16]2([OH:18])[CH2:17][O:14][CH2:15]2)=[N:3][CH:4]=1.